This data is from Forward reaction prediction with 1.9M reactions from USPTO patents (1976-2016). The task is: Predict the product of the given reaction. Given the reactants [F-].C([N+](CCCC)(CCCC)CCCC)CCC.[Si]([O:36][CH2:37][CH2:38][O:39][CH2:40][C@H:41]([O:52][C:53]1[N:58]=[CH:57][N:56]=[C:55]2[N:59]([C:62]3[CH:67]=[CH:66][CH:65]=[C:64]([Cl:68])[C:63]=3[CH3:69])[N:60]=[CH:61][C:54]=12)[C:42]([NH:44][C:45]1[CH:50]=[CH:49][C:48]([CH3:51])=[CH:47][N:46]=1)=[O:43])(C(C)(C)C)(C1C=CC=CC=1)C1C=CC=CC=1.[Cl-].[NH4+], predict the reaction product. The product is: [Cl:68][C:64]1[C:63]([CH3:69])=[C:62]([N:59]2[C:55]3[N:56]=[CH:57][N:58]=[C:53]([O:52][C@@H:41]([CH2:40][O:39][CH2:38][CH2:37][OH:36])[C:42]([NH:44][C:45]4[CH:50]=[CH:49][C:48]([CH3:51])=[CH:47][N:46]=4)=[O:43])[C:54]=3[CH:61]=[N:60]2)[CH:67]=[CH:66][CH:65]=1.